From a dataset of Full USPTO retrosynthesis dataset with 1.9M reactions from patents (1976-2016). Predict the reactants needed to synthesize the given product. (1) Given the product [F:1][CH:2]([C:17]1[O:18][C:19]([C:22]2[CH:23]=[CH:24][CH:25]=[CH:26][CH:27]=2)=[N:20][N:21]=1)[C:3]1[CH:16]=[CH:15][C:6]2[CH:7]=[C:8]([C:10]([OH:12])=[O:11])[S:9][C:5]=2[CH:4]=1, predict the reactants needed to synthesize it. The reactants are: [F:1][CH:2]([C:17]1[O:18][C:19]([C:22]2[CH:27]=[CH:26][CH:25]=[CH:24][CH:23]=2)=[N:20][N:21]=1)[C:3]1[CH:16]=[CH:15][C:6]2[CH:7]=[C:8]([C:10]([O:12]CC)=[O:11])[S:9][C:5]=2[CH:4]=1.[OH-].[Na+]. (2) The reactants are: [F:1][C:2]([F:39])([F:38])[C:3]1[CH:4]=[C:5]([CH:31]=[C:32]([C:34]([F:37])([F:36])[F:35])[CH:33]=1)[CH2:6][N:7]([CH2:14][C:15]1[C:16]([N:22]([CH2:25][CH:26]2[CH2:30][CH2:29][CH2:28][CH2:27]2)[CH2:23][CH3:24])=[N:17][CH:18]=[C:19]([NH2:21])[CH:20]=1)[C:8]1[N:9]=[N:10][N:11]([CH3:13])[N:12]=1.CCN(CC)CC.[C:47](OC(=O)C)(=[O:49])[CH3:48].O. Given the product [F:39][C:2]([F:38])([F:1])[C:3]1[CH:4]=[C:5]([CH:31]=[C:32]([C:34]([F:37])([F:36])[F:35])[CH:33]=1)[CH2:6][N:7]([CH2:14][C:15]1[CH:20]=[C:19]([NH:21][C:47](=[O:49])[CH3:48])[CH:18]=[N:17][C:16]=1[N:22]([CH2:25][CH:26]1[CH2:30][CH2:29][CH2:28][CH2:27]1)[CH2:23][CH3:24])[C:8]1[N:9]=[N:10][N:11]([CH3:13])[N:12]=1, predict the reactants needed to synthesize it. (3) Given the product [NH2:7][CH2:8][C:9]1[CH:14]=[C:13]([CH:12]=[C:11]([Cl:17])[C:10]=1[F:18])[C:15]#[N:16], predict the reactants needed to synthesize it. The reactants are: C(OC(=O)[NH:7][CH2:8][C:9]1[CH:14]=[C:13]([C:15]#[N:16])[CH:12]=[C:11]([Cl:17])[C:10]=1[F:18])(C)(C)C.C(O)(C(F)(F)F)=O. (4) Given the product [C:20]([O:23][CH2:24][CH2:25][CH2:26][Si:7]([C:1]1[CH:2]=[CH:3][CH:4]=[CH:5][CH:6]=1)([C:8]1[CH:13]=[CH:12][CH:11]=[CH:10][CH:9]=1)[C:14]1[CH:15]=[CH:16][CH:17]=[CH:18][CH:19]=1)(=[O:22])[CH3:21], predict the reactants needed to synthesize it. The reactants are: [C:1]1([SiH:7]([C:14]2[CH:19]=[CH:18][CH:17]=[CH:16][CH:15]=2)[C:8]2[CH:13]=[CH:12][CH:11]=[CH:10][CH:9]=2)[CH:6]=[CH:5][CH:4]=[CH:3][CH:2]=1.[C:20]([O:23][CH2:24][CH:25]=[CH2:26])(=[O:22])[CH3:21]. (5) Given the product [C:16]1([C:2]2[CH:3]=[CH:4][C:5]3[O:9][C:8]([C:10]([OH:12])=[O:11])=[CH:7][C:6]=3[CH:15]=2)[CH:21]=[CH:20][CH:19]=[CH:18][CH:17]=1, predict the reactants needed to synthesize it. The reactants are: Br[C:2]1[CH:3]=[CH:4][C:5]2[O:9][C:8]([C:10]([O:12]CC)=[O:11])=[CH:7][C:6]=2[CH:15]=1.[C:16]1(B(O)O)[CH:21]=[CH:20][CH:19]=[CH:18][CH:17]=1.C(=O)([O-])[O-].[Na+].[Na+].Cl. (6) Given the product [CH3:3][C:4]1[NH:8][C:7](=[O:9])[N:6]([C:10]2[CH:15]=[CH:14][C:13]([S:16][C:17]3[CH:18]=[C:19]([C:23]4([C:29]([OH:1])=[O:30])[CH2:24][CH2:25][O:26][CH2:27][CH2:28]4)[CH:20]=[CH:21][CH:22]=3)=[CH:12][CH:11]=2)[N:5]=1, predict the reactants needed to synthesize it. The reactants are: [OH-:1].[K+].[CH3:3][C:4]1[NH:8][C:7](=[O:9])[N:6]([C:10]2[CH:15]=[CH:14][C:13]([S:16][C:17]3[CH:18]=[C:19]([C:23]4([C:29](N)=[O:30])[CH2:28][CH2:27][O:26][CH2:25][CH2:24]4)[CH:20]=[CH:21][CH:22]=3)=[CH:12][CH:11]=2)[N:5]=1.